Dataset: Full USPTO retrosynthesis dataset with 1.9M reactions from patents (1976-2016). Task: Predict the reactants needed to synthesize the given product. (1) Given the product [C:14]12([C:18]([O:20][CH2:21][CH3:22])=[O:19])[CH2:13][CH:12]1[CH2:17][CH2:16][CH2:15]2, predict the reactants needed to synthesize it. The reactants are: BrC1C=CC(S(O[CH:12]2[CH2:17][CH2:16][CH2:15][CH:14]([C:18]([O:20][CH2:21][CH3:22])=[O:19])[CH2:13]2)(=O)=O)=CC=1.CC([O-])(C)C.[K+].N#N.CC(=O)OCC. (2) Given the product [NH2:14][CH:10]([CH2:9][O:8][CH2:1][C:2]1[CH:3]=[CH:4][CH:5]=[CH:6][CH:7]=1)[C:11]([NH:66][C:65]1[CH:64]=[CH:63][C:62]([O:55][C:56]2[CH:61]=[CH:60][CH:59]=[CH:58][CH:57]=2)=[CH:68][CH:67]=1)=[O:13], predict the reactants needed to synthesize it. The reactants are: [CH2:1]([O:8][CH2:9][CH:10]([NH:14]C(OC(C)(C)C)=O)[C:11]([OH:13])=O)[C:2]1[CH:7]=[CH:6][CH:5]=[CH:4][CH:3]=1.CN(C(ON1N=NC2C=CC=NC1=2)=[N+](C)C)C.F[P-](F)(F)(F)(F)F.CCN(C(C)C)C(C)C.[O:55]([C:62]1[CH:68]=[CH:67][C:65]([NH2:66])=[CH:64][CH:63]=1)[C:56]1[CH:61]=[CH:60][CH:59]=[CH:58][CH:57]=1.Cl. (3) Given the product [N:29]([CH2:6][CH2:7][O:8][C:9]1[CH:14]=[CH:13][C:12]([CH2:15][CH:16]([O:22][C:23]2[CH:28]=[CH:27][CH:26]=[CH:25][CH:24]=2)[C:17]([O:19][CH2:20][CH3:21])=[O:18])=[CH:11][CH:10]=1)=[N+:30]=[N-:31], predict the reactants needed to synthesize it. The reactants are: CS(O[CH2:6][CH2:7][O:8][C:9]1[CH:14]=[CH:13][C:12]([CH2:15][CH:16]([O:22][C:23]2[CH:28]=[CH:27][CH:26]=[CH:25][CH:24]=2)[C:17]([O:19][CH2:20][CH3:21])=[O:18])=[CH:11][CH:10]=1)(=O)=O.[N-:29]=[N+:30]=[N-:31].[Na+]. (4) The reactants are: [CH2:1]([O:4][C@@H:5]1[C@@H:9]([CH2:10][OH:11])[O:8][C@@H:7]([N:12]2[CH:19]=[C:18](I)[C:16](=[O:17])[NH:15][C:13]2=[O:14])[CH2:6]1)[CH:2]=[CH2:3].C(N(CC)CC)C.[CH2:28]([NH:31][C:32](=[O:37])[C:33]([F:36])([F:35])[F:34])[C:29]#[CH:30]. Given the product [CH2:1]([O:4][C@@H:5]1[C@@H:9]([CH2:10][OH:11])[O:8][C@@H:7]([N:12]2[CH:19]=[C:18]([C:30]#[C:29][CH2:28][NH:31][C:32](=[O:37])[C:33]([F:36])([F:35])[F:34])[C:16](=[O:17])[NH:15][C:13]2=[O:14])[CH2:6]1)[CH:2]=[CH2:3], predict the reactants needed to synthesize it.